Dataset: Catalyst prediction with 721,799 reactions and 888 catalyst types from USPTO. Task: Predict which catalyst facilitates the given reaction. (1) The catalyst class is: 7. Reactant: [I:1][C:2]1[CH:3]=[C:4]([C:8]([OH:10])=O)[NH:5][C:6]=1[CH3:7].C(N1C=CN=C1)([N:13]1C=CN=C1)=O.[OH-].[NH4+]. Product: [I:1][C:2]1[CH:3]=[C:4]([C:8]([NH2:13])=[O:10])[NH:5][C:6]=1[CH3:7]. (2) The catalyst class is: 8. Reactant: [F:1][C:2]1[CH:3]=[C:4]([CH:31]=[CH:32][C:33]=1[F:34])[O:5][CH2:6][CH:7]([N:20]1C(=O)C2C(=CC=CC=2)C1=O)[CH2:8][NH:9][C:10](=[O:19])[O:11][CH2:12][C:13]1[CH:18]=[CH:17][CH:16]=[CH:15][CH:14]=1.CN. Product: [NH2:20][CH:7]([CH2:6][O:5][C:4]1[CH:31]=[CH:32][C:33]([F:34])=[C:2]([F:1])[CH:3]=1)[CH2:8][NH:9][C:10](=[O:19])[O:11][CH2:12][C:13]1[CH:14]=[CH:15][CH:16]=[CH:17][CH:18]=1. (3) Reactant: [CH3:1][C:2]1[N:6]([C:7]2[CH:12]=[CH:11][CH:10]=[C:9]([O:13][CH3:14])[CH:8]=2)[N:5]=[N:4][C:3]=1[C:15]([OH:17])=O.C(Cl)(=O)C(Cl)=O.CCN(C(C)C)C(C)C.[CH3:33][C:34]1[N:39]=[C:38]([NH2:40])[CH:37]=[CH:36][CH:35]=1. Product: [CH3:1][C:2]1[N:6]([C:7]2[CH:12]=[CH:11][CH:10]=[C:9]([O:13][CH3:14])[CH:8]=2)[N:5]=[N:4][C:3]=1[C:15]([NH:40][C:38]1[CH:37]=[CH:36][CH:35]=[C:34]([CH3:33])[N:39]=1)=[O:17]. The catalyst class is: 2. (4) Reactant: [Br:1][C:2]1[CH:7]=[CH:6][C:5]([C:8]([C:10]2[CH:15]=[CH:14][C:13]([OH:16])=[CH:12][C:11]=2[F:17])=[O:9])=[CH:4][CH:3]=1.[Br:18][CH2:19][CH2:20][CH2:21][CH2:22][CH2:23][CH2:24]Br.C(=O)([O-])[O-].[K+].[K+]. Product: [Br:18][CH2:19][CH2:20][CH2:21][CH2:22][CH2:23][CH2:24][O:16][C:13]1[CH:14]=[CH:15][C:10]([C:8]([C:5]2[CH:4]=[CH:3][C:2]([Br:1])=[CH:7][CH:6]=2)=[O:9])=[C:11]([F:17])[CH:12]=1. The catalyst class is: 21. (5) Reactant: [CH3:1][O:2][C:3]1[CH:4]=[C:5]2[C:10](=[C:11]([NH2:13])[CH:12]=1)[N:9]=[CH:8][CH:7]=[CH:6]2.[C:14]1([S:20](Cl)(=[O:22])=[O:21])[CH:19]=[CH:18][CH:17]=[CH:16][CH:15]=1. Product: [CH3:1][O:2][C:3]1[CH:4]=[C:5]2[C:10](=[C:11]([NH:13][S:20]([C:14]3[CH:19]=[CH:18][CH:17]=[CH:16][CH:15]=3)(=[O:22])=[O:21])[CH:12]=1)[N:9]=[CH:8][CH:7]=[CH:6]2. The catalyst class is: 142. (6) Reactant: [Cl:1][C:2]1[N:11]=[C:10](Cl)[C:9]2[C:4](=[CH:5][CH:6]=[CH:7][CH:8]=2)[N:3]=1.[CH2:13]([N:15](CC)[CH2:16]C)C.CNC. Product: [Cl:1][C:2]1[N:11]=[C:10]([N:15]([CH3:16])[CH3:13])[C:9]2[C:4](=[CH:5][CH:6]=[CH:7][CH:8]=2)[N:3]=1. The catalyst class is: 9. (7) Reactant: [Br:1][C:2]1[CH:7]=[CH:6][C:5]([C:8]([N:10]2[CH2:15][CH2:14][O:13][CH2:12][CH2:11]2)=[O:9])=[C:4]([CH2:16]O)[CH:3]=1.[C:18]1(=[O:28])[NH:22][C:21](=[O:23])[C:20]2=[CH:24][CH:25]=[CH:26][CH:27]=[C:19]12.C1(P(C2C=CC=CC=2)C2C=CC=CC=2)C=CC=CC=1.CCOC(/N=N/C(OCC)=O)=O. Product: [Br:1][C:2]1[CH:7]=[CH:6][C:5]([C:8]([N:10]2[CH2:11][CH2:12][O:13][CH2:14][CH2:15]2)=[O:9])=[C:4]([CH:3]=1)[CH2:16][N:22]1[C:18](=[O:28])[C:19]2[C:20](=[CH:24][CH:25]=[CH:26][CH:27]=2)[C:21]1=[O:23]. The catalyst class is: 20.